Predict which catalyst facilitates the given reaction. From a dataset of Catalyst prediction with 721,799 reactions and 888 catalyst types from USPTO. Reactant: [Br:1][C:2]1[CH:34]=[CH:33][C:5]([CH2:6][C@@H:7]([CH2:23][CH2:24][O:25][Si:26]([C:29]([CH3:32])([CH3:31])[CH3:30])([CH3:28])[CH3:27])[C:8](N2[C@@H](CC3C=CC=CC=3)COC2=O)=[O:9])=[CH:4][CH:3]=1.[BH4-].[Na+]. Product: [Br:1][C:2]1[CH:3]=[CH:4][C:5]([CH2:6][C@@H:7]([CH2:23][CH2:24][O:25][Si:26]([C:29]([CH3:30])([CH3:32])[CH3:31])([CH3:28])[CH3:27])[CH2:8][OH:9])=[CH:33][CH:34]=1. The catalyst class is: 20.